This data is from Forward reaction prediction with 1.9M reactions from USPTO patents (1976-2016). The task is: Predict the product of the given reaction. (1) Given the reactants [OH:1][C:2]1[C:6]2[CH:7]=[C:8]([N+:11]([O-:13])=[O:12])[CH:9]=[CH:10][C:5]=2[O:4][C:3]=1[C:14]([O:16][CH2:17][CH3:18])=[O:15].[CH2:19]1[CH2:29]CN2C(=NCCC2)C[CH2:20]1.IC(C)C.Cl, predict the reaction product. The product is: [CH3:20][CH:19]([O:1][C:2]1[C:6]2[CH:7]=[C:8]([N+:11]([O-:13])=[O:12])[CH:9]=[CH:10][C:5]=2[O:4][C:3]=1[C:14]([O:16][CH2:17][CH3:18])=[O:15])[CH3:29]. (2) Given the reactants [NH2:1][CH2:2][C@H:3]([OH:23])[CH2:4][N:5]1[CH2:9][C@@H:8]([C:10]2[C:19]3[C:14](=[CH:15][CH:16]=[C:17]([O:20][CH3:21])[N:18]=3)[N:13]=[CH:12][CH:11]=2)[O:7][C:6]1=[O:22].[O:24]=[C:25]1[CH2:30][S:29][C:28]2[CH:31]=[CH:32][C:33]([CH:35]=O)=[N:34][C:27]=2[NH:26]1.[BH4-].[Na+], predict the reaction product. The product is: [OH:23][C@H:3]([CH2:4][N:5]1[CH2:9][C@@H:8]([C:10]2[C:19]3[C:14](=[CH:15][CH:16]=[C:17]([O:20][CH3:21])[N:18]=3)[N:13]=[CH:12][CH:11]=2)[O:7][C:6]1=[O:22])[CH2:2][NH:1][CH2:35][C:33]1[CH:32]=[CH:31][C:28]2[S:29][CH2:30][C:25](=[O:24])[NH:26][C:27]=2[N:34]=1.